From a dataset of Reaction yield outcomes from USPTO patents with 853,638 reactions. Predict the reaction yield, written as a fraction of the theoretical maximum amount of product (1.0 means a 100% yield; for example, 0.34 means a 34% yield). (1) The reactants are [F:1][C:2]1[CH:35]=[CH:34][C:5]([C:6](/[N:8]=[C:9]2\[NH:10][C:11]3[CH:26]=[CH:25][C:24]([CH2:27][N:28]4[CH2:33][CH2:32][O:31][CH2:30][CH2:29]4)=[CH:23][C:12]=3[N:13]\2[C@@H:14]2[CH2:19][CH2:18][C@H:17]([C:20](O)=[O:21])[CH2:16][CH2:15]2)=[O:7])=[CH:4][CH:3]=1.S(Cl)([Cl:38])=O. The catalyst is C(Cl)Cl. The product is [F:1][C:2]1[CH:35]=[CH:34][C:5]([C:6](/[N:8]=[C:9]2\[NH:10][C:11]3[CH:26]=[CH:25][C:24]([CH2:27][N:28]4[CH2:33][CH2:32][O:31][CH2:30][CH2:29]4)=[CH:23][C:12]=3[N:13]\2[C@@H:14]2[CH2:19][CH2:18][C@H:17]([C:20]([Cl:38])=[O:21])[CH2:16][CH2:15]2)=[O:7])=[CH:4][CH:3]=1. The yield is 0.960. (2) The reactants are [NH2:1][CH2:2][CH2:3][C:4]1[N:8]2[C:9](=[O:22])[C:10]3[NH:11][C:12]([Br:21])=[N:13][C:14]=3[N:15]([CH2:16][CH2:17][CH2:18][CH2:19][CH3:20])[C:7]2=[N:6][N:5]=1.[CH3:23][O:24][C:25]1[CH:33]=[CH:32][C:28]([C:29](O)=[O:30])=[CH:27][CH:26]=1.F[P-](F)(F)(F)(F)F.N1(O[P+](N(C)C)(N(C)C)N(C)C)C2C=CC=CC=2N=N1.C(N(CC)CC)C. The catalyst is CN(C=O)C.O.C(#N)C. The product is [Br:21][C:12]1[NH:11][C:10]2[C:9](=[O:22])[N:8]3[C:4]([CH2:3][CH2:2][NH:1][C:29](=[O:30])[C:28]4[CH:32]=[CH:33][C:25]([O:24][CH3:23])=[CH:26][CH:27]=4)=[N:5][N:6]=[C:7]3[N:15]([CH2:16][CH2:17][CH2:18][CH2:19][CH3:20])[C:14]=2[N:13]=1. The yield is 0.730. (3) The reactants are [CH2:1]1[C:10]2[C:5](=[CH:6][C:7]([C:11]([O:13]C)=[O:12])=[CH:8][CH:9]=2)[CH2:4][CH2:3][N:2]1[C:15]([O:17][C:18]([CH3:21])([CH3:20])[CH3:19])=[O:16].[OH-].[Na+]. The catalyst is CO.C1COCC1. The product is [CH3:21][C:18]([O:17][C:15]([N:2]1[CH2:3][CH2:4][C:5]2[C:10](=[CH:9][CH:8]=[C:7]([C:11]([OH:13])=[O:12])[CH:6]=2)[CH2:1]1)=[O:16])([CH3:19])[CH3:20]. The yield is 0.930. (4) The reactants are [C:1]([C:4]1[CH:8]=[CH:7][S:6]C=1)(=O)[CH3:2].[S:9]1[CH:13]=[CH:12][C:11]([C:14]([CH2:16][C:17]#[N:18])=[O:15])=[CH:10]1.[C:19]1(=O)CCCCC1.N1CCOCC1.[S]. No catalyst specified. The product is [NH2:18][C:17]1[S:6][C:7]2[CH2:8][CH2:4][CH2:1][CH2:2][C:19]=2[C:16]=1[C:14]([C:11]1[CH:12]=[CH:13][S:9][CH:10]=1)=[O:15]. The yield is 0.670. (5) The reactants are [N:1]1[CH:6]=[CH:5][C:4]([CH3:7])=[CH:3][CH:2]=1.[Li+].CC([N-]C(C)C)C.C(NC(C)C)(C)C.[Li]CCCC.CN([C:32]([C:34]1[CH:43]=[CH:42][C:41]2[C:36](=[CH:37][CH:38]=[CH:39][CH:40]=2)[CH:35]=1)=[O:33])OC.[Cl-].[NH4+]. The catalyst is C1COCC1.C(OCC)(=O)C. The product is [N:1]1[CH:6]=[CH:5][C:4]([CH2:7][C:32]([C:34]2[CH:43]=[CH:42][C:41]3[C:36](=[CH:37][CH:38]=[CH:39][CH:40]=3)[CH:35]=2)=[O:33])=[CH:3][CH:2]=1. The yield is 0.670. (6) The reactants are [CH2:1]([C:3]([OH:10])([CH2:8][CH3:9])[CH2:4][CH2:5][CH2:6][OH:7])[CH3:2].[CH:11]12[CH2:17][CH:14]([CH:15]=[CH:16]1)[CH2:13][CH:12]2[CH2:18][CH2:19][C:20](OC)=[O:21]. No catalyst specified. The product is [CH:11]12[CH2:17][CH:14]([CH:15]=[CH:16]1)[CH2:13][CH:12]2[CH2:18][CH2:19][C:20]([O:7][CH2:6][CH2:5][CH2:4][C:3]([CH2:8][CH3:9])([OH:10])[CH2:1][CH3:2])=[O:21]. The yield is 0.910. (7) The reactants are [C:1]([C:5]1[CH:9]=[C:8]([NH:10][C:11](=[O:36])[NH:12][C:13]2[C:22]3[C:17](=[CH:18][CH:19]=[CH:20][CH:21]=3)[C:16]([O:23][CH2:24][C:25]3[CH:30]=[CH:29][N:28]=[C:27]([NH:31][C:32](=[O:35])[CH2:33]Cl)[CH:26]=3)=[CH:15][CH:14]=2)[N:7]([C:37]2[CH:42]=[CH:41][C:40]([CH3:43])=[CH:39][CH:38]=2)[N:6]=1)([CH3:4])([CH3:3])[CH3:2].CCN(C(C)C)C(C)C.[NH:53]1[CH2:58][CH2:57][O:56][CH2:55][CH2:54]1. The catalyst is C(Cl)Cl.CN(C=O)C. The product is [C:1]([C:5]1[CH:9]=[C:8]([NH:10][C:11](=[O:36])[NH:12][C:13]2[C:22]3[C:17](=[CH:18][CH:19]=[CH:20][CH:21]=3)[C:16]([O:23][CH2:24][C:25]3[CH:30]=[CH:29][N:28]=[C:27]([NH:31][C:32](=[O:35])[CH2:33][N:53]4[CH2:58][CH2:57][O:56][CH2:55][CH2:54]4)[CH:26]=3)=[CH:15][CH:14]=2)[N:7]([C:37]2[CH:42]=[CH:41][C:40]([CH3:43])=[CH:39][CH:38]=2)[N:6]=1)([CH3:4])([CH3:3])[CH3:2]. The yield is 0.200. (8) The reactants are [NH2:1][C:2]1[CH:12]=[CH:11][C:5]([C:6]([N:8]([CH3:10])[CH3:9])=O)=[C:4]([C:13]([F:16])([F:15])[F:14])[CH:3]=1.CSC.CO. The catalyst is C1COCC1. The product is [CH3:10][N:8]([CH2:6][C:5]1[CH:11]=[CH:12][C:2]([NH2:1])=[CH:3][C:4]=1[C:13]([F:14])([F:16])[F:15])[CH3:9]. The yield is 0.780.